From a dataset of Catalyst prediction with 721,799 reactions and 888 catalyst types from USPTO. Predict which catalyst facilitates the given reaction. Reactant: O[C@H:2]([CH2:6][CH2:7][C:8]1[CH:13]=[CH:12][CH:11]=[CH:10][CH:9]=1)[C:3]([O-:5])=[O:4].[N+:14]([C:17]1[CH:25]=[CH:24][C:20]([C:21]([OH:23])=O)=[CH:19][CH:18]=1)([O-:16])=[O:15].[C:26]1(P(C2C=CC=CC=2)C2C=CC=CC=2)C=CC=C[CH:27]=1.N(C(OCC)=O)=NC(OCC)=O. Product: [N+:14]([C:17]1[CH:18]=[CH:19][C:20]([C:21]([C@H:2]([CH2:6][CH2:7][C:8]2[CH:13]=[CH:12][CH:11]=[CH:10][CH:9]=2)[C:3]([O:5][CH2:26][CH3:27])=[O:4])=[O:23])=[CH:24][CH:25]=1)([O-:16])=[O:15]. The catalyst class is: 7.